From a dataset of Catalyst prediction with 721,799 reactions and 888 catalyst types from USPTO. Predict which catalyst facilitates the given reaction. Reactant: [NH2:1][C:2]1[N:7]=[CH:6][N:5]=[C:4]2[N:8]([CH2:15][C:16]3[CH:21]=[CH:20][CH:19]=[CH:18][C:17]=3[F:22])[N:9]=[C:10]([C:11](=[N:13][OH:14])[NH2:12])[C:3]=12.N1C=CC=CC=1.Cl[C:30](OCC(C)C)=[O:31].C(OCC)(=O)C. Product: [NH2:1][C:2]1[N:7]=[CH:6][N:5]=[C:4]2[N:8]([CH2:15][C:16]3[CH:21]=[CH:20][CH:19]=[CH:18][C:17]=3[F:22])[N:9]=[C:10]([C:11]3[NH:12][C:30](=[O:31])[O:14][N:13]=3)[C:3]=12. The catalyst class is: 3.